From a dataset of Reaction yield outcomes from USPTO patents with 853,638 reactions. Predict the reaction yield, written as a fraction of the theoretical maximum amount of product (1.0 means a 100% yield; for example, 0.34 means a 34% yield). (1) The reactants are [CH2:1]([NH:8][C:9]([C:11]1[C:12](=[O:22])[N:13]([CH2:18][CH2:19][CH2:20][CH3:21])[CH:14]=[C:15](I)[CH:16]=1)=[O:10])[C:2]1[CH:7]=[CH:6][CH:5]=[CH:4][CH:3]=1.[C:23]1(OB(O)O)[CH:28]=[CH:27][CH:26]=[CH:25][CH:24]=1.C(=O)([O-])[O-].[K+].[K+].[Cl-].[NH4+]. The catalyst is CN(C=O)C.C1C=CC([P]([Pd]([P](C2C=CC=CC=2)(C2C=CC=CC=2)C2C=CC=CC=2)([P](C2C=CC=CC=2)(C2C=CC=CC=2)C2C=CC=CC=2)[P](C2C=CC=CC=2)(C2C=CC=CC=2)C2C=CC=CC=2)(C2C=CC=CC=2)C2C=CC=CC=2)=CC=1.C(OCC)(=O)C. The product is [CH2:1]([NH:8][C:9]([C:11]1[C:12](=[O:22])[N:13]([CH2:18][CH2:19][CH2:20][CH3:21])[CH:14]=[C:15]([C:23]2[CH:28]=[CH:27][CH:26]=[CH:25][CH:24]=2)[CH:16]=1)=[O:10])[C:2]1[CH:7]=[CH:6][CH:5]=[CH:4][CH:3]=1. The yield is 0.880. (2) The reactants are [F:1][C:2]1[CH:7]=[CH:6][C:5]([CH2:8][CH2:9][S:10][CH:11]([C:22]([O:24][CH2:25][C:26]([Cl:29])([Cl:28])[Cl:27])=[O:23])[CH2:12][C:13]2[CH:21]=[CH:20][C:16]([C:17]([OH:19])=[O:18])=[CH:15][CH:14]=2)=[CH:4][CH:3]=1.[C:30]1([C:36]2[O:37][C:38]([C:43]([F:46])([F:45])[F:44])=[C:39]([CH2:41]O)[N:40]=2)[CH:35]=[CH:34][CH:33]=[CH:32][CH:31]=1. The catalyst is C(Cl)Cl.CN(C1C=CN=CC=1)C. The product is [C:30]1([C:36]2[O:37][C:38]([C:43]([F:46])([F:45])[F:44])=[C:39]([CH2:41][O:18][C:17](=[O:19])[C:16]3[CH:20]=[CH:21][C:13]([CH2:12][CH:11]([S:10][CH2:9][CH2:8][C:5]4[CH:6]=[CH:7][C:2]([F:1])=[CH:3][CH:4]=4)[C:22]([O:24][CH2:25][C:26]([Cl:29])([Cl:27])[Cl:28])=[O:23])=[CH:14][CH:15]=3)[N:40]=2)[CH:31]=[CH:32][CH:33]=[CH:34][CH:35]=1. The yield is 0.566.